The task is: Regression. Given a peptide amino acid sequence and an MHC pseudo amino acid sequence, predict their binding affinity value. This is MHC class I binding data.. This data is from Peptide-MHC class I binding affinity with 185,985 pairs from IEDB/IMGT. (1) The MHC is HLA-A02:01 with pseudo-sequence HLA-A02:01. The binding affinity (normalized) is 0.354. The peptide sequence is FMAILQHHQ. (2) The peptide sequence is KALKINWYK. The MHC is HLA-A30:01 with pseudo-sequence HLA-A30:01. The binding affinity (normalized) is 0.456. (3) The peptide sequence is LALTDVEKRI. The MHC is HLA-A02:02 with pseudo-sequence HLA-A02:02. The binding affinity (normalized) is 0.511. (4) The peptide sequence is TVGMSIVCIV. The MHC is HLA-A02:03 with pseudo-sequence HLA-A02:03. The binding affinity (normalized) is 0.432.